This data is from Full USPTO retrosynthesis dataset with 1.9M reactions from patents (1976-2016). The task is: Predict the reactants needed to synthesize the given product. Given the product [C:13]([O:12][C:10]([N:5]1[CH2:4][C@@H:3]([CH2:2][O:1][C:17](=[O:36])[CH2:18][CH2:19][CH2:20][CH2:21][CH2:22][CH2:23][CH2:24]/[CH:25]=[CH:26]\[CH2:27]/[CH:28]=[CH:29]\[CH2:30][CH2:31][CH2:32][CH2:33][CH3:34])[C@H:7]([CH2:8][O:9][C:17](=[O:36])[CH2:18][CH2:19][CH2:20][CH2:21][CH2:22][CH2:23][CH2:24]/[CH:25]=[CH:26]\[CH2:27]/[CH:28]=[CH:29]\[CH2:30][CH2:31][CH2:32][CH2:33][CH3:34])[CH2:6]1)=[O:11])([CH3:16])([CH3:15])[CH3:14], predict the reactants needed to synthesize it. The reactants are: [OH:1][CH2:2][C@H:3]1[C@H:7]([CH2:8][OH:9])[CH2:6][N:5]([C:10]([O:12][C:13]([CH3:16])([CH3:15])[CH3:14])=[O:11])[CH2:4]1.[C:17]([OH:36])(=O)[CH2:18][CH2:19][CH2:20][CH2:21][CH2:22][CH2:23][CH2:24]/[CH:25]=[CH:26]\[CH2:27]/[CH:28]=[CH:29]\[CH2:30][CH2:31][CH2:32][CH2:33][CH3:34].